Dataset: Reaction yield outcomes from USPTO patents with 853,638 reactions. Task: Predict the reaction yield, written as a fraction of the theoretical maximum amount of product (1.0 means a 100% yield; for example, 0.34 means a 34% yield). (1) The product is [CH:19]1[C:20]([CH2:28][C@@H:29]([NH2:46])[CH2:30][C:31]([N:33]2[CH2:45][C:37]3=[N:38][N:39]=[C:40]([C:41]([F:44])([F:43])[F:42])[N:36]3[CH2:35][CH2:34]2)=[O:32])=[C:21]([F:27])[CH:22]=[C:23]([F:26])[C:24]=1[F:25].[O:1]=[CH:2][C@@H:3]([C@H:5]([C@@H:7]([C@@H:9]([C:11]([O-:13])=[O:12])[OH:10])[OH:8])[OH:6])[OH:4]. The yield is 0.920. The catalyst is CO. The reactants are [O:1]=[CH:2][C@@H:3]([C@H:5]([C@@H:7]([C@@H:9]([C:11]([OH:13])=[O:12])[OH:10])[OH:8])[OH:6])[OH:4].O.C(O)(C)C.[CH:19]1[C:20]([CH2:28][C@@H:29]([NH2:46])[CH2:30][C:31]([N:33]2[CH2:45][C:37]3=[N:38][N:39]=[C:40]([C:41]([F:44])([F:43])[F:42])[N:36]3[CH2:35][CH2:34]2)=[O:32])=[C:21]([F:27])[CH:22]=[C:23]([F:26])[C:24]=1[F:25]. (2) The reactants are [I:1][C:2]1[CH:7]=[CH:6][C:5]([OH:8])=[CH:4][CH:3]=1.[CH3:9][C:10]1[CH:11]=[C:12]([CH:14]=[CH:15][C:16]=1[O:17][CH2:18][CH2:19][S:20][CH3:21])[NH2:13]. The yield is 0.500. No catalyst specified. The product is [I:1][C:2]1[CH:7]=[CH:6][C:5]([O:8][CH:4]2[CH2:3][CH2:2][N:13]([C:12]3[CH:14]=[CH:15][C:16]([O:17][CH2:18][CH2:19][S:20][CH3:21])=[C:10]([CH3:9])[CH:11]=3)[C:5]2=[O:8])=[CH:4][CH:3]=1. (3) The reactants are Br[C:2]1[CH:3]=[C:4]([NH:10][C:11]2[CH:20]=[CH:19][C:18]3[CH2:17][N:16]([CH3:21])[CH2:15][CH2:14][C:13]=3[N:12]=2)[C:5](=[O:9])[N:6]([CH3:8])[CH:7]=1.[C:22]([O:25][CH2:26][C:27]1[C:32]([N:33]2[CH2:45][CH2:44][N:36]3[C:37]4[CH2:38][CH2:39][CH2:40][CH2:41][C:42]=4[CH:43]=[C:35]3[C:34]2=[O:46])=[CH:31][C:30]([F:47])=[CH:29][C:28]=1N1CCN2C3CCCCC=3C=C2C1=O)(=[O:24])[CH3:23].P([O-])([O-])([O-])=O.[K+].[K+].[K+].C([O-])(=O)C.[Na+]. The catalyst is ClCCl.[Pd](Cl)Cl.C1(P(C2C=CC=CC=2)[C-]2C=CC=C2)C=CC=CC=1.[C-]1(P(C2C=CC=CC=2)C2C=CC=CC=2)C=CC=C1.[Fe+2].O.C(#N)C. The product is [C:22]([O:25][CH2:26][C:27]1[C:32]([N:33]2[CH2:45][CH2:44][N:36]3[C:37]4[CH2:38][CH2:39][CH2:40][CH2:41][C:42]=4[CH:43]=[C:35]3[C:34]2=[O:46])=[CH:31][C:30]([F:47])=[CH:29][C:28]=1[C:2]1[CH:3]=[C:4]([NH:10][C:11]2[CH:20]=[CH:19][C:18]3[CH2:17][N:16]([CH3:21])[CH2:15][CH2:14][C:13]=3[N:12]=2)[C:5](=[O:9])[N:6]([CH3:8])[CH:7]=1)(=[O:24])[CH3:23]. The yield is 0.360. (4) The reactants are [CH2:1]([N:8]1[C@@H:13]2[CH:14]([C:16]([O:18][C:19]([CH3:22])([CH3:21])[CH3:20])=[O:17])[CH2:15][C@@:9]1([C:24]1[CH:29]=[CH:28][CH:27]=[CH:26][CH:25]=1)[C:10](=[O:23])[CH:11]=[CH:12]2)[C:2]1[CH:7]=[CH:6][CH:5]=[CH:4][CH:3]=1.C(OCC)(=O)C.CO. The catalyst is [Pd].ClCCl. The product is [CH2:1]([N:8]1[C@@H:13]2[CH:14]([C:16]([O:18][C:19]([CH3:22])([CH3:21])[CH3:20])=[O:17])[CH2:15][C@@:9]1([C:24]1[CH:25]=[CH:26][CH:27]=[CH:28][CH:29]=1)[C:10](=[O:23])[CH2:11][CH2:12]2)[C:2]1[CH:3]=[CH:4][CH:5]=[CH:6][CH:7]=1. The yield is 1.00. (5) The reactants are C[C:2]([O-:5])([CH3:4])C.[K+].[C:7]([O:11][C:12](=[O:24])[NH:13][C@H:14]([C:19]1[O:20][CH:21]=[CH:22][CH:23]=1)[C@H:15]([CH3:18])[CH:16]=O)([CH3:10])([CH3:9])[CH3:8].C1C[O:28][CH2:27][CH2:26]1. No catalyst specified. The product is [CH2:27]([O:28][C:2](=[O:5])[CH:4]=[CH:16][C@@H:15]([CH3:18])[C@H:14]([NH:13][C:12]([O:11][C:7]([CH3:10])([CH3:9])[CH3:8])=[O:24])[C:19]1[O:20][CH:21]=[CH:22][CH:23]=1)[CH3:26]. The yield is 0.900. (6) The reactants are C([C@@:9]1([OH:34])[C@@H:13]([CH:14](C(=O)C2C=CC=CC=2)[OH:15])[O:12][C@@H:11]([N:24]2[CH:31]=[CH:30][C:28](=[O:29])[NH:27][C:25]2=[O:26])[C@@:10]1([F:33])[CH3:32])(=O)C1C=CC=CC=1.N. The catalyst is CO. The product is [F:33][C@:10]1([CH3:32])[C@H:9]([OH:34])[C@@H:13]([CH2:14][OH:15])[O:12][C@H:11]1[N:24]1[CH:31]=[CH:30][C:28](=[O:29])[NH:27][C:25]1=[O:26]. The yield is 0.600. (7) The reactants are [NH:1]1[CH2:9][CH2:8][CH:4]([C:5]([OH:7])=[O:6])[CH2:3][CH2:2]1.C(=O)([O-])[O-].[Na+].[Na+].[C:16](O[C:16]([O:18][C:19]([CH3:22])([CH3:21])[CH3:20])=[O:17])([O:18][C:19]([CH3:22])([CH3:21])[CH3:20])=[O:17]. The catalyst is O.O1CCOCC1. The product is [C:16]([N:1]1[CH2:9][CH2:8][CH:4]([C:5]([OH:7])=[O:6])[CH2:3][CH2:2]1)([O:18][C:19]([CH3:22])([CH3:21])[CH3:20])=[O:17]. The yield is 0.540. (8) The product is [CH3:25][C:20]1[C:19]([CH2:18][N:1]2[CH:5]=[C:4]([N:6]3[C:14](=[O:15])[C:13]4[C:8](=[CH:9][CH:10]=[CH:11][CH:12]=4)[C:7]3=[O:16])[CH:3]=[N:2]2)=[C:23]([CH3:24])[O:22][N:21]=1. The reactants are [NH:1]1[CH:5]=[C:4]([N:6]2[C:14](=[O:15])[C:13]3[C:8](=[CH:9][CH:10]=[CH:11][CH:12]=3)[C:7]2=[O:16])[CH:3]=[N:2]1.Cl[CH2:18][C:19]1[C:20]([CH3:25])=[N:21][O:22][C:23]=1[CH3:24].C(=O)([O-])[O-].[Cs+].[Cs+]. The catalyst is CN(C=O)C.O. The yield is 0.380. (9) The reactants are Cl.[C:2]([N:6]1[C:10]2[N:11]=[CH:12][N:13]=[CH:14][C:9]=2[C:8]([C:15]([C:17]2[CH:22]=[CH:21][N:20]=[C:19]([N:23]=C(C3C=CC=CC=3)C3C=CC=CC=3)[CH:18]=2)=[O:16])=[CH:7]1)([CH3:5])([CH3:4])[CH3:3].O.[OH-].[Na+]. The catalyst is C1COCC1.C(OCC)(=O)C. The product is [NH2:23][C:19]1[CH:18]=[C:17]([C:15]([C:8]2[C:9]3[CH:14]=[N:13][CH:12]=[N:11][C:10]=3[N:6]([C:2]([CH3:5])([CH3:4])[CH3:3])[CH:7]=2)=[O:16])[CH:22]=[CH:21][N:20]=1. The yield is 0.880.